This data is from Full USPTO retrosynthesis dataset with 1.9M reactions from patents (1976-2016). The task is: Predict the reactants needed to synthesize the given product. (1) The reactants are: Cl.[NH2:2][CH:3]([CH2:7][NH2:8])[C:4]([OH:6])=[O:5].[C:9]1([C:15]([C:17]([C:19]2[CH:24]=[CH:23][CH:22]=[CH:21][CH:20]=2)=O)=O)[CH:14]=[CH:13][CH:12]=[CH:11][CH:10]=1.[OH-].[Na+]. Given the product [C:9]1([C:15]2[N:8]=[CH:7][C:3]([C:4]([OH:6])=[O:5])=[N:2][C:17]=2[C:19]2[CH:20]=[CH:21][CH:22]=[CH:23][CH:24]=2)[CH:14]=[CH:13][CH:12]=[CH:11][CH:10]=1, predict the reactants needed to synthesize it. (2) Given the product [CH3:10][N:9]([CH3:11])[C:7]([CH2:6][O:5][C:4]1[CH:12]=[C:13]([O:21][CH3:22])[C:14]([C:16]2[S:17][CH:18]=[CH:19][CH:20]=2)=[CH:15][C:3]=1/[CH:1]=[CH:24]/[C:23]([C:26]1[CH:34]=[CH:33][C:29]([C:30]([OH:32])=[O:31])=[CH:28][CH:27]=1)=[O:25])=[O:8], predict the reactants needed to synthesize it. The reactants are: [CH:1]([C:3]1[CH:15]=[C:14]([C:16]2[S:17][CH:18]=[CH:19][CH:20]=2)[C:13]([O:21][CH3:22])=[CH:12][C:4]=1[O:5][CH2:6][C:7]([N:9]([CH3:11])[CH3:10])=[O:8])=O.[C:23]([C:26]1[CH:34]=[CH:33][C:29]([C:30]([OH:32])=[O:31])=[CH:28][CH:27]=1)(=[O:25])[CH3:24]. (3) Given the product [CH2:3]([O:4][CH2:5][C@H:6]1[CH2:10][CH2:9][CH2:8][N:7]1[C:11]([O:13][C:14]([CH3:16])([CH3:15])[CH3:17])=[O:12])[CH:2]([CH3:18])[CH3:1], predict the reactants needed to synthesize it. The reactants are: [CH3:1][C:2](=[CH2:18])[CH2:3][O:4][CH2:5][C@H:6]1[CH2:10][CH2:9][CH2:8][N:7]1[C:11]([O:13][C:14]([CH3:17])([CH3:16])[CH3:15])=[O:12]. (4) Given the product [NH2:14][C@@:13]1([C:8]2[CH:9]=[CH:10][CH:11]=[CH:12][C:7]=2[F:6])[CH2:20][O:19][C@H:18]([C:21]([F:24])([F:22])[F:23])[C@H:17]1[CH2:16][OH:15], predict the reactants needed to synthesize it. The reactants are: O.C(O)(=O)C.[F:6][C:7]1[CH:12]=[CH:11][CH:10]=[CH:9][C:8]=1[C:13]12[CH2:20][O:19][CH:18]([C:21]([F:24])([F:23])[F:22])[CH:17]1[CH2:16][O:15][NH:14]2.[NH4+].[OH-]. (5) The reactants are: [CH3:1][NH:2][C:3]([C:5]1[CH:10]=[C:9]([O:11][C:12]2[CH:17]=[CH:16][C:15]([NH2:18])=[CH:14][CH:13]=2)[CH:8]=[CH:7][N:6]=1)=[O:4].N[C:20]1C=CC(O)=CC=1. Given the product [CH3:1][NH:2][C:3]([C:5]1[CH:10]=[C:9]([O:11][C:12]2[CH:17]=[CH:16][C:15]([NH2:18])=[C:14]([CH3:20])[CH:13]=2)[CH:8]=[CH:7][N:6]=1)=[O:4], predict the reactants needed to synthesize it. (6) The reactants are: [Cl:1][C:2]1[CH:3]=[N:4][N:5]([C:7]2[CH:12]=[C:11]([CH3:13])[C:10]([C:14]3[C:18](=[O:19])[CH2:17][CH:16]([CH2:20][CH2:21][NH:22]C(=O)OC(C)(C)C)[C:15]=3[O:30]C)=[C:9]([CH3:32])[CH:8]=2)[CH:6]=1.Cl. Given the product [Cl-:1].[Cl:1][C:2]1[CH:3]=[N:4][N:5]([C:7]2[CH:8]=[C:9]([CH3:32])[C:10]([CH:14]3[C:18](=[O:19])[CH2:17][CH:16]([CH2:20][CH2:21][NH3+:22])[C:15]3=[O:30])=[C:11]([CH3:13])[CH:12]=2)[CH:6]=1, predict the reactants needed to synthesize it. (7) Given the product [C:18]([SiH2:17][O:16][C:15]([CH3:23])([CH3:22])[CH:10]1[CH:11]([OH:14])[CH2:12][CH2:13][NH:8][CH2:9]1)([CH3:21])([CH3:19])[CH3:20], predict the reactants needed to synthesize it. The reactants are: C([N:8]1[CH2:13][CH2:12][CH:11]([OH:14])[CH:10]([C:15]([CH3:23])([CH3:22])[O:16][SiH2:17][C:18]([CH3:21])([CH3:20])[CH3:19])[CH2:9]1)C1C=CC=CC=1.[H][H].